From a dataset of Forward reaction prediction with 1.9M reactions from USPTO patents (1976-2016). Predict the product of the given reaction. (1) Given the reactants [CH:1]1[C:10]2[C:5](=[C:6]([C:11]3[CH:16]=[CH:15][C:14]([C:17]([F:20])([F:19])[F:18])=[CH:13][C:12]=3[C:21]3[CH2:26][CH2:25][N:24]([C:27]([O:29][C:30]([CH3:33])([CH3:32])[CH3:31])=[O:28])[CH2:23][CH:22]=3)[CH:7]=[CH:8][CH:9]=2)[CH:4]=[CH:3][N:2]=1.C(O)(=O)C, predict the reaction product. The product is: [CH2:1]1[C:10]2[C:5](=[C:6]([C:11]3[CH:16]=[CH:15][C:14]([C:17]([F:20])([F:18])[F:19])=[CH:13][C:12]=3[C:21]3[CH2:26][CH2:25][N:24]([C:27]([O:29][C:30]([CH3:33])([CH3:32])[CH3:31])=[O:28])[CH2:23][CH:22]=3)[CH:7]=[CH:8][CH:9]=2)[CH2:4][CH2:3][NH:2]1. (2) Given the reactants CB1N2CCC[C@@H]2C(C2C=CC=CC=2)(C2C=CC=CC=2)O1.B.C1COCC1.[N:28]([CH2:31][C:32]([C:34]1[CH:45]=[CH:44][C:37]2[O:38][C:39]([CH3:43])([CH3:42])[O:40][CH2:41][C:36]=2[CH:35]=1)=[O:33])=[N+:29]=[N-:30].Cl, predict the reaction product. The product is: [N:28]([CH2:31][C@@H:32]([C:34]1[CH:45]=[CH:44][C:37]2[O:38][C:39]([CH3:43])([CH3:42])[O:40][CH2:41][C:36]=2[CH:35]=1)[OH:33])=[N+:29]=[N-:30]. (3) Given the reactants [Cl:1][C:2]1[CH:3]=[C:4]([CH:7]=[C:8]([O:10][C:11]2[C:12](=[O:31])[N:13]([CH2:21][C:22]3[C:30]4[C:25](=[N:26][CH:27]=[CH:28][CH:29]=4)[NH:24][N:23]=3)[CH:14]=[CH:15][C:16]=2[C:17]([F:20])([F:19])[F:18])[CH:9]=1)[C:5]#[N:6].[CH:32]([N:35]([CH:38](C)C)[CH2:36][CH3:37])(C)C.ClC(OC1C=CC([N+]([O-])=O)=CC=1)=[O:43].C(=O)([O-])N.CNC.[Cl-].[C:62]([O:66][C:67]([NH:69]CC[NH2+]C)=[O:68])([CH3:65])([CH3:64])[CH3:63], predict the reaction product. The product is: [Cl:1][C:2]1[CH:9]=[C:8]([CH:7]=[C:4]([C:5]#[N:6])[CH:3]=1)[O:10][C:11]1[C:12](=[O:31])[N:13]([CH2:21][C:22]2[C:30]3[C:25](=[N:26][CH:27]=[CH:28][CH:29]=3)[N:24]([C:38]([N:35]([CH3:32])[CH2:36][CH2:37][NH:69][C:67](=[O:68])[O:66][C:62]([CH3:65])([CH3:64])[CH3:63])=[O:43])[N:23]=2)[CH:14]=[CH:15][C:16]=1[C:17]([F:19])([F:20])[F:18]. (4) Given the reactants C(I)I.[CH2:4]([O:6][C:7](=[O:12])[CH2:8][C:9]([CH3:11])=[CH2:10])[CH3:5].[CH3:13]COC(C)=O, predict the reaction product. The product is: [CH2:4]([O:6][C:7](=[O:12])[CH2:8][C:9]1([CH3:13])[CH2:11][CH2:10]1)[CH3:5]. (5) Given the reactants [Cl:1][C:2]1[CH:7]=[CH:6][C:5]([S:8]([N:11]=[C:12]([N:32]2[CH2:36][CH:35]([C:37]3[CH:42]=[CH:41][CH:40]=[CH:39][CH:38]=3)[C:34]([C:43]3[CH:48]=[CH:47][C:46]([Cl:49])=[CH:45][CH:44]=3)=[N:33]2)[NH:13][CH2:14][CH2:15][CH2:16][CH2:17][CH2:18][CH2:19][C:20]([C:25]2[CH:30]=[CH:29][C:28]([F:31])=[CH:27][CH:26]=2)(OC)[O:21]C)(=[O:10])=[O:9])=[CH:4][CH:3]=1, predict the reaction product. The product is: [Cl:1][C:2]1[CH:7]=[CH:6][C:5]([S:8]([N:11]=[C:12]([N:32]2[CH2:36][CH:35]([C:37]3[CH:38]=[CH:39][CH:40]=[CH:41][CH:42]=3)[C:34]([C:43]3[CH:44]=[CH:45][C:46]([Cl:49])=[CH:47][CH:48]=3)=[N:33]2)[NH:13][CH2:14][CH2:15][CH2:16][CH2:17][CH2:18][CH2:19][C:20]([C:25]2[CH:30]=[CH:29][C:28]([F:31])=[CH:27][CH:26]=2)=[O:21])(=[O:9])=[O:10])=[CH:4][CH:3]=1. (6) Given the reactants [CH2:1]([CH:3]([CH2:9][CH2:10][CH2:11][CH3:12])[CH2:4][O:5][CH2:6][CH2:7][OH:8])[CH3:2].C(C(CCCC)COCCOCCO)C.C(O)(=O)C1C=CC=CC=1.[C:37]([O:45][CH2:46][CH2:47]OCC(CC)CCCC)(=[O:44])[C:38]1[CH:43]=[CH:42][CH:41]=[CH:40][CH:39]=1, predict the reaction product. The product is: [C:37]([O:45][CH2:46][CH2:47][O:8][CH2:7][CH2:6][O:5][CH2:4][CH:3]([CH2:1][CH3:2])[CH2:9][CH2:10][CH2:11][CH3:12])(=[O:44])[C:38]1[CH:43]=[CH:42][CH:41]=[CH:40][CH:39]=1.